Dataset: NCI-60 drug combinations with 297,098 pairs across 59 cell lines. Task: Regression. Given two drug SMILES strings and cell line genomic features, predict the synergy score measuring deviation from expected non-interaction effect. Drug 1: CC1=C(C=C(C=C1)C(=O)NC2=CC(=CC(=C2)C(F)(F)F)N3C=C(N=C3)C)NC4=NC=CC(=N4)C5=CN=CC=C5. Drug 2: C1=NC2=C(N=C(N=C2N1C3C(C(C(O3)CO)O)F)Cl)N. Cell line: HCT116. Synergy scores: CSS=14.3, Synergy_ZIP=-2.50, Synergy_Bliss=-1.50, Synergy_Loewe=-48.3, Synergy_HSA=-9.64.